Dataset: Reaction yield outcomes from USPTO patents with 853,638 reactions. Task: Predict the reaction yield, written as a fraction of the theoretical maximum amount of product (1.0 means a 100% yield; for example, 0.34 means a 34% yield). (1) The yield is 0.470. The reactants are [OH-].[Na+].C1(S([N:12]2[C:20]3[C:15](=[CH:16][CH:17]=[CH:18][CH:19]=3)[C:14]([C:21]3[C:26]([Cl:27])=[CH:25][N:24]=[C:23]([NH:28][C:29]4[CH:30]=[C:31]([NH2:44])[C:32]([C:37]5[CH2:38][CH2:39][N:40]([CH3:43])[CH2:41][CH:42]=5)=[CH:33][C:34]=4[O:35][CH3:36])[N:22]=3)=[CH:13]2)(=O)=O)C=CC=CC=1.C(=O)=O. The catalyst is CO. The product is [Cl:27][C:26]1[C:21]([C:14]2[C:15]3[C:20](=[CH:19][CH:18]=[CH:17][CH:16]=3)[NH:12][CH:13]=2)=[N:22][C:23]([NH:28][C:29]2[CH:30]=[C:31]([NH2:44])[C:32]([C:37]3[CH2:38][CH2:39][N:40]([CH3:43])[CH2:41][CH:42]=3)=[CH:33][C:34]=2[O:35][CH3:36])=[N:24][CH:25]=1. (2) The reactants are Br[CH2:2][C:3]([O:5][CH3:6])=[O:4].[CH2:7]([NH2:14])[C:8]1[CH:13]=[CH:12][CH:11]=[CH:10][CH:9]=1. The catalyst is C(Cl)Cl. The product is [CH3:6][O:5][C:3](=[O:4])[CH2:2][NH:14][CH2:7][C:8]1[CH:13]=[CH:12][CH:11]=[CH:10][CH:9]=1. The yield is 0.860. (3) The reactants are C1([C:4]2[C:13]3[C:8](=[CH:9][CH:10]=[CH:11][CH:12]=3)[C:7]([N:14]=[C:15]=S)=[CH:6][CH:5]=2)CC1.[C:17](=[O:20])([O-])[O-].[K+].[K+].[CH2:23](Br)[C:24]1[CH:29]=[CH:28][CH:27]=[CH:26][CH:25]=1.C(O[CH2:35][CH3:36])(=O)C. The catalyst is CC(C)=O. The product is [CH2:23]([N:14]([CH2:15][C:36]1[CH:35]=[CH:6][CH:5]=[CH:4][CH:13]=1)[C:7]1[C:8]2[C:13](=[CH:12][CH:11]=[C:10]([O:20][CH3:17])[CH:9]=2)[CH:4]=[CH:5][CH:6]=1)[C:24]1[CH:29]=[CH:28][CH:27]=[CH:26][CH:25]=1. The yield is 0.830. (4) The catalyst is CN(C=O)C. The yield is 0.300. The product is [CH2:1]([O:3][C:4](=[O:19])[C@@H:5]([O:17][CH3:18])[CH2:6][C:7]1[CH:12]=[CH:11][C:10]([C:13]#[C:14][CH2:15][Cl:31])=[CH:9][CH:8]=1)[CH3:2]. The reactants are [CH2:1]([O:3][C:4](=[O:19])[C@@H:5]([O:17][CH3:18])[CH2:6][C:7]1[CH:12]=[CH:11][C:10]([C:13]#[C:14][CH2:15]O)=[CH:9][CH:8]=1)[CH3:2].C(N(CC)CC)C.S([Cl:31])(C)(=O)=O. (5) The reactants are [Br:1][C:2]1[CH:3]=[CH:4][C:5]([CH:10]=O)=[C:6]([CH:9]=1)[C:7]#[N:8].[NH:12]1[CH2:17][CH2:16][O:15][CH2:14][CH2:13]1.C(O)(=O)C.C(O[BH-](OC(=O)C)OC(=O)C)(=O)C.[Na+]. The catalyst is ClC(Cl)C.ClCCl. The product is [Br:1][C:2]1[CH:3]=[CH:4][C:5]([CH2:10][N:12]2[CH2:17][CH2:16][O:15][CH2:14][CH2:13]2)=[C:6]([CH:9]=1)[C:7]#[N:8]. The yield is 0.560. (6) The reactants are Br[C:2]1[CH:11]=[C:10]2[C:5]([N:6]=[CH:7][CH:8]=[N:9]2)=[C:4]([O:12][CH:13]2[CH2:18][CH2:17][CH:16]([N:19]3[C:27](=[O:28])[C:26]4[C:21](=[CH:22][CH:23]=[CH:24][CH:25]=4)[C:20]3=[O:29])[CH2:15][CH2:14]2)[CH:3]=1.Cl.[CH:31]12[CH2:37][CH:35]([O:36]1)[CH2:34][NH:33][CH2:32]2.C(=O)([O-])[O-].[Cs+].[Cs+].C1C=CC(P(C2C(C3C(P(C4C=CC=CC=4)C4C=CC=CC=4)=CC=C4C=3C=CC=C4)=C3C(C=CC=C3)=CC=2)C2C=CC=CC=2)=CC=1. The catalyst is O1CCOCC1.C(Cl)Cl.C1C=CC(/C=C/C(/C=C/C2C=CC=CC=2)=O)=CC=1.C1C=CC(/C=C/C(/C=C/C2C=CC=CC=2)=O)=CC=1.C1C=CC(/C=C/C(/C=C/C2C=CC=CC=2)=O)=CC=1.[Pd].[Pd]. The product is [CH:35]12[CH2:37][CH:31]([O:36]1)[CH2:32][N:33]([C:2]1[CH:11]=[C:10]3[C:5]([N:6]=[CH:7][CH:8]=[N:9]3)=[C:4]([O:12][CH:13]3[CH2:18][CH2:17][CH:16]([N:19]4[C:27](=[O:28])[C:26]5[C:21](=[CH:22][CH:23]=[CH:24][CH:25]=5)[C:20]4=[O:29])[CH2:15][CH2:14]3)[CH:3]=1)[CH2:34]2. The yield is 0.721. (7) The reactants are CSC.[CH:4]1([Mg]Br)[CH2:6][CH2:5]1.Br[CH:10]1[CH2:16][CH2:15][CH2:14][CH2:13][N:12]2[C:17](=[O:27])[CH:18]=[C:19]([C:21]3[CH:26]=[CH:25][N:24]=[CH:23][N:22]=3)[N:20]=[C:11]12. The catalyst is O1CCCC1.[Cl-].[NH4+].C(OCC)(=O)C. The product is [CH:4]1([CH:10]2[CH2:16][CH2:15][CH2:14][CH2:13][N:12]3[C:17](=[O:27])[CH:18]=[C:19]([C:21]4[CH:26]=[CH:25][N:24]=[CH:23][N:22]=4)[N:20]=[C:11]23)[CH2:6][CH2:5]1. The yield is 0.330. (8) The reactants are [CH3:1][C:2]1[CH:3]=[C:4]([CH:19]=[C:20]([CH3:31])[C:21]=1[N:22]1[CH:26]=[C:25]([C:27]([F:30])([F:29])[F:28])[CH:24]=[N:23]1)[O:5][C@H:6]([C:10]1[CH:18]=[CH:17][C:13]([C:14]([OH:16])=O)=[CH:12][CH:11]=1)[CH2:7][CH2:8][CH3:9].Cl.[NH2:33][CH2:34][CH2:35][C:36]([O:38][CH2:39][CH3:40])=[O:37].F[P-](F)(F)(F)(F)F.N1(OC(N(C)C)=[N+](C)C)C2N=CC=CC=2N=N1.C(N(C(C)C)CC)(C)C. The catalyst is CN(C)C=O. The product is [CH3:1][C:2]1[CH:3]=[C:4]([CH:19]=[C:20]([CH3:31])[C:21]=1[N:22]1[CH:26]=[C:25]([C:27]([F:28])([F:29])[F:30])[CH:24]=[N:23]1)[O:5][C@H:6]([C:10]1[CH:11]=[CH:12][C:13]([C:14]([NH:33][CH2:34][CH2:35][C:36]([O:38][CH2:39][CH3:40])=[O:37])=[O:16])=[CH:17][CH:18]=1)[CH2:7][CH2:8][CH3:9]. The yield is 0.940. (9) The reactants are [F:1][C:2]([F:10])([F:9])[CH:3]([OH:8])[C:4]([F:7])([F:6])[F:5].Cl[C:12](Cl)([O:14]C(=O)OC(Cl)(Cl)Cl)Cl.C(N(CC)C(C)C)(C)C.[Cl:32][C:33]1[CH:38]=[CH:37][C:36]([CH:39]([C:48]2[CH:53]=[CH:52][C:51]([Cl:54])=[CH:50][CH:49]=2)[N:40]2[CH2:47][CH:46]3[CH:42]([CH2:43][NH:44][CH2:45]3)[CH2:41]2)=[CH:35][CH:34]=1. The catalyst is O.C(#N)C. The product is [Cl:32][C:33]1[CH:34]=[CH:35][C:36]([CH:39]([C:48]2[CH:53]=[CH:52][C:51]([Cl:54])=[CH:50][CH:49]=2)[N:40]2[CH2:41][CH:42]3[CH2:43][N:44]([C:12]([O:8][CH:3]([C:4]([F:7])([F:6])[F:5])[C:2]([F:10])([F:9])[F:1])=[O:14])[CH2:45][CH:46]3[CH2:47]2)=[CH:37][CH:38]=1. The yield is 0.0600. (10) The reactants are [CH3:1][C@:2]12[C@@:19]3([CH3:20])[C@@H:10]([C@:11]4([CH3:31])[C@@H:16]([CH2:17][CH2:18]3)[C:15]([CH3:22])([CH3:21])[C:14](OS(C(F)(F)F)(=O)=O)=[CH:13][CH2:12]4)[CH2:9][CH2:8][CH:7]1[C@H:6]1[C@H:32]([C:35]([CH3:37])=[CH2:36])[CH2:33][CH2:34][C@:5]1([C:38]([O:40][CH2:41][C:42]1[CH:47]=[CH:46][CH:45]=[CH:44][CH:43]=1)=[O:39])[CH2:4][CH2:3]2.CC(O)C.O.C(=O)([O-])[O-].[Na+].[Na+].[CH3:59][O:60][C:61]([C:63]1[CH:68]=[CH:67][C:66](B(O)O)=[CH:65][CH:64]=1)=[O:62]. The catalyst is O1CCOCC1.C1C=CC([P]([Pd]([P](C2C=CC=CC=2)(C2C=CC=CC=2)C2C=CC=CC=2)([P](C2C=CC=CC=2)(C2C=CC=CC=2)C2C=CC=CC=2)[P](C2C=CC=CC=2)(C2C=CC=CC=2)C2C=CC=CC=2)(C2C=CC=CC=2)C2C=CC=CC=2)=CC=1.O. The product is [CH3:59][O:60][C:61]([C:63]1[CH:68]=[CH:67][C:66]([C:14]2[C:15]([CH3:22])([CH3:21])[C@H:16]3[C@:11]([CH3:31])([CH2:12][CH:13]=2)[C@@H:10]2[C@:19]([CH3:20])([C@@:2]4([CH3:1])[C@H:7]([CH2:8][CH2:9]2)[C@H:6]2[C@H:32]([C:35]([CH3:37])=[CH2:36])[CH2:33][CH2:34][C@:5]2([C:38]([O:40][CH2:41][C:42]2[CH:47]=[CH:46][CH:45]=[CH:44][CH:43]=2)=[O:39])[CH2:4][CH2:3]4)[CH2:18][CH2:17]3)=[CH:65][CH:64]=1)=[O:62]. The yield is 0.684.